From a dataset of Forward reaction prediction with 1.9M reactions from USPTO patents (1976-2016). Predict the product of the given reaction. (1) Given the reactants [CH2:1]([N:9]([CH2:29][CH2:30][C:31]1[CH:36]=[CH:35][CH:34]=[CH:33][CH:32]=1)[C:10]1[CH:11]=[C:12]([S:16][C:17]2[CH:22]=[CH:21][C:20]([CH2:23][C:24]([O:26]CC)=[O:25])=[CH:19][CH:18]=2)[CH:13]=[CH:14][CH:15]=1)[CH2:2][C:3]1[CH:8]=[CH:7][CH:6]=[CH:5][CH:4]=1.[OH-].[Na+].O.C(O)C, predict the reaction product. The product is: [CH2:1]([N:9]([CH2:29][CH2:30][C:31]1[CH:32]=[CH:33][CH:34]=[CH:35][CH:36]=1)[C:10]1[CH:11]=[C:12]([S:16][C:17]2[CH:22]=[CH:21][C:20]([CH2:23][C:24]([OH:26])=[O:25])=[CH:19][CH:18]=2)[CH:13]=[CH:14][CH:15]=1)[CH2:2][C:3]1[CH:4]=[CH:5][CH:6]=[CH:7][CH:8]=1. (2) The product is: [C:17]1([C:24]2[C:25]3[C:30]([CH:31]=[C:32]4[C:37]=2[CH:36]=[CH:35][CH:34]=[CH:33]4)=[C:29]2[CH:38]=[CH:39][CH:40]=[C:41]([C:42]4[CH:43]=[CH:44][C:45]([CH:46]=[O:47])=[CH:48][CH:49]=4)[C:28]2=[CH:27][CH:26]=3)[C:16]2[C:15](=[CH:65][CH:64]=[CH:69][CH:21]=2)[CH:20]=[CH:19][CH:18]=1. Given the reactants C1(C)C=CC=CC=1P([C:15]1[CH:20]=[CH:19][CH:18]=[CH:17][C:16]=1[CH3:21])C1C=CC=CC=1C.Br[C:24]1[C:25]2[C:30]([CH:31]=[C:32]3[C:37]=1[CH:36]=[CH:35][CH:34]=[CH:33]3)=[C:29]1[CH:38]=[CH:39][CH:40]=[C:41]([C:42]3[CH:49]=[CH:48][C:45]([CH:46]=[O:47])=[CH:44][CH:43]=3)[C:28]1=[CH:27][CH:26]=2.P([O-])([O-])([O-])=O.[K+].[K+].[K+].O1CCOCC1.[C:64]1(C)[CH:69]=CC=C[CH:65]=1, predict the reaction product. (3) Given the reactants [CH2:1]([C:4]1[N:5]([C:17]([O:19][C:20]([CH3:23])([CH3:22])[CH3:21])=[O:18])[C:6]2[C:11]([C:12]=1[CH2:13][C:14](O)=[O:15])=[CH:10][CH:9]=[CH:8][CH:7]=2)[CH:2]=[CH2:3].Cl.[NH2:25][C@@H:26]([CH2:31][C:32]1[CH:37]=[C:36]([F:38])[CH:35]=[C:34]([Br:39])[CH:33]=1)[C:27]([O:29][CH3:30])=[O:28].CN(C(ON1N=NC2C=CC=NC1=2)=[N+](C)C)C.F[P-](F)(F)(F)(F)F.CCN(C(C)C)C(C)C, predict the reaction product. The product is: [CH2:1]([C:4]1[N:5]([C:17]([O:19][C:20]([CH3:23])([CH3:22])[CH3:21])=[O:18])[C:6]2[C:11]([C:12]=1[CH2:13][C:14]([NH:25][C@@H:26]([CH2:31][C:32]1[CH:37]=[C:36]([F:38])[CH:35]=[C:34]([Br:39])[CH:33]=1)[C:27]([O:29][CH3:30])=[O:28])=[O:15])=[CH:10][CH:9]=[CH:8][CH:7]=2)[CH:2]=[CH2:3]. (4) Given the reactants I.[CH3:2][N:3]1[C:8](=[O:9])[N:7]2[CH:10]=[N:11][C:12]([C:13](=[NH:23])[NH:14][CH2:15][C:16](=O)[C:17]3[S:18][CH:19]=[CH:20][CH:21]=3)=[C:6]2[N:5]=[N:4]1.I, predict the reaction product. The product is: [CH3:2][N:3]1[C:8](=[O:9])[N:7]2[CH:10]=[N:11][C:12]([C:13]3[NH:14][CH:15]=[C:16]([C:17]4[S:18][CH:19]=[CH:20][CH:21]=4)[N:23]=3)=[C:6]2[N:5]=[N:4]1. (5) Given the reactants [H-].[Na+].[NH:3]1[C:11]2[C:6](=[CH:7][CH:8]=[CH:9][CH:10]=2)[CH:5]=[CH:4]1.Br[CH2:13][C:14]1[CH:19]=[CH:18][C:17]([B:20]2[O:28][C:25]([CH3:27])([CH3:26])[C:22]([CH3:24])([CH3:23])[O:21]2)=[CH:16][CH:15]=1, predict the reaction product. The product is: [CH3:26][C:25]1([CH3:27])[C:22]([CH3:23])([CH3:24])[O:21][B:20]([C:17]2[CH:16]=[CH:15][C:14]([CH2:13][N:3]3[C:11]4[C:6](=[CH:7][CH:8]=[CH:9][CH:10]=4)[CH:5]=[CH:4]3)=[CH:19][CH:18]=2)[O:28]1. (6) Given the reactants [CH2:1]([O:8][C:9]([N:11]1[C@H:16]([CH3:17])[CH2:15][CH2:14][C@@H:13]([C:18]2[O:19][CH:20]([CH3:27])[CH:21]([C:23]([O:25][CH3:26])=[O:24])[N:22]=2)[CH2:12]1)=[O:10])[C:2]1[CH:7]=[CH:6][CH:5]=[CH:4][CH:3]=1.O, predict the reaction product. The product is: [CH2:1]([O:8][C:9]([N:11]1[C@H:16]([CH3:17])[CH2:15][CH2:14][C@@H:13]([C:18]2[O:19][C:20]([CH3:27])=[C:21]([C:23]([O:25][CH3:26])=[O:24])[N:22]=2)[CH2:12]1)=[O:10])[C:2]1[CH:7]=[CH:6][CH:5]=[CH:4][CH:3]=1.